From a dataset of Catalyst prediction with 721,799 reactions and 888 catalyst types from USPTO. Predict which catalyst facilitates the given reaction. (1) Reactant: [CH3:1][N:2]([CH3:15])[C:3]1[CH:4]=[C:5]([NH:11][C:12](=O)[CH3:13])[C:6]([O:9][CH3:10])=[CH:7][CH:8]=1.O.Cl.[OH-].[Na+]. Product: [CH2:12]([NH:11][C:5]1[CH:4]=[C:3]([N:2]([CH3:15])[CH3:1])[CH:8]=[CH:7][C:6]=1[O:9][CH3:10])[CH3:13]. The catalyst class is: 76. (2) Product: [Cl:46][C:14]1[C:13]([N:9]2[CH2:10][CH2:11][O:12][CH:7]([CH2:6][NH:54][CH2:53][C:52]3[CH:55]=[CH:56][C:49]([O:48][CH3:47])=[CH:50][CH:51]=3)[CH2:8]2)=[CH:18][C:17]([C:19]#[N:20])=[CH:16][C:15]=1[NH:21][C:22]1[N:27]=[C:26]([N:28]([CH:38]2[CH2:40][CH2:39]2)[CH2:29][C:30]2[CH:31]=[CH:32][C:33]([O:36][CH3:37])=[CH:34][CH:35]=2)[C:25]2=[N:41][CH:42]=[C:43]([C:44]#[N:45])[N:24]2[N:23]=1. The catalyst class is: 744. Reactant: CS(O[CH2:6][CH:7]1[O:12][CH2:11][CH2:10][N:9]([C:13]2[CH:18]=[C:17]([C:19]#[N:20])[CH:16]=[C:15]([NH:21][C:22]3[N:27]=[C:26]([N:28]([CH:38]4[CH2:40][CH2:39]4)[CH2:29][C:30]4[CH:35]=[CH:34][C:33]([O:36][CH3:37])=[CH:32][CH:31]=4)[C:25]4=[N:41][CH:42]=[C:43]([C:44]#[N:45])[N:24]4[N:23]=3)[C:14]=2[Cl:46])[CH2:8]1)(=O)=O.[CH3:47][O:48][C:49]1[CH:56]=[CH:55][C:52]([CH2:53][NH2:54])=[CH:51][CH:50]=1.C(=O)([O-])[O-].[K+].[K+]. (3) Reactant: Cl.[NH2:2][C@@H:3]1[CH2:12][CH2:11][CH2:10][C:9]2[C:8]([C:13]3[N:17]=[C:16]([C:18]4[CH:19]=[CH:20][C:21]([O:26][CH:27]([CH3:29])[CH3:28])=[C:22]([CH:25]=4)[C:23]#[N:24])[O:15][N:14]=3)=[CH:7][CH:6]=[CH:5][C:4]1=2.Cl[CH2:31][CH2:32][S:33](Cl)(=[O:35])=[O:34]. Product: [C:23]([C:22]1[CH:25]=[C:18]([C:16]2[O:15][N:14]=[C:13]([C:8]3[CH:7]=[CH:6][CH:5]=[C:4]4[C:9]=3[CH2:10][CH2:11][CH2:12][C@H:3]4[NH:2][S:33]([CH:32]=[CH2:31])(=[O:35])=[O:34])[N:17]=2)[CH:19]=[CH:20][C:21]=1[O:26][CH:27]([CH3:29])[CH3:28])#[N:24]. The catalyst class is: 2. (4) Product: [CH3:11][O:12][C:13]1[CH:18]=[CH:17][C:16]([C:2]2[CH:3]=[CH:4][C:5]([C:8](=[O:10])[CH3:9])=[N:6][CH:7]=2)=[CH:15][CH:14]=1. Reactant: Br[C:2]1[CH:3]=[CH:4][C:5]([C:8](=[O:10])[CH3:9])=[N:6][CH:7]=1.[CH3:11][O:12][C:13]1[CH:18]=[CH:17][C:16](B(O)O)=[CH:15][CH:14]=1.C([O-])([O-])=O.[Na+].[Na+]. The catalyst class is: 335.